From a dataset of Reaction yield outcomes from USPTO patents with 853,638 reactions. Predict the reaction yield, written as a fraction of the theoretical maximum amount of product (1.0 means a 100% yield; for example, 0.34 means a 34% yield). (1) The reactants are [CH:1]1([CH2:4][N:5]([CH2:12][C:13]2[S:17][C:16]([CH3:18])=[N:15][C:14]=2[CH3:19])[CH:6]2[CH2:11][CH2:10][NH:9][CH2:8][CH2:7]2)[CH2:3][CH2:2]1.[C:20]([OH:29])(=[O:28])[C@@H:21]([C@H:23]([C:25]([OH:27])=[O:26])[OH:24])[OH:22]. The catalyst is CO. The product is [C:25]([CH:23]([CH:21]([C:20]([OH:29])=[O:28])[OH:22])[OH:24])([OH:27])=[O:26].[CH:1]1([CH2:4][N:5]([CH2:12][C:13]2[S:17][C:16]([CH3:18])=[N:15][C:14]=2[CH3:19])[CH:6]2[CH2:7][CH2:8][NH:9][CH2:10][CH2:11]2)[CH2:3][CH2:2]1. The yield is 0.970. (2) The reactants are Cl[C:2](=[C:6]([C:9]#[N:10])[C:7]#[N:8])[CH:3]([CH3:5])[CH3:4].[Cl:11][C:12]1[C:13]([NH:19][NH2:20])=[N:14][CH:15]=[C:16]([Cl:18])[CH:17]=1.C(N(CC)CC)C. The catalyst is C1COCC1. The product is [NH2:8][CH:7]1[N:19]([C:13]2[C:12]([Cl:11])=[CH:17][C:16]([Cl:18])=[CH:15][N:14]=2)[N:20]=[C:2]([CH:3]([CH3:5])[CH3:4])[CH:6]1[C:9]#[N:10]. The yield is 0.820. (3) The reactants are C([N:8](CC1C=CC=CC=1)[C@@H:9]([CH2:13][C:14]1[CH:19]=[CH:18][C:17]([C:20]([F:23])([F:22])[F:21])=[CH:16][CH:15]=1)[C@@H:10]([OH:12])[CH3:11])C1C=CC=CC=1.CC1C=C2N=C3C(=NC(NC3=O)=O)N(C[C@H](O)[C@H](O)[C@H](O)CO)C2=CC=1C.[H][H].[C:71]([O:70][C:68](O[C:68]([O:70][C:71]([CH3:74])([CH3:73])[CH3:72])=[O:69])=[O:69])([CH3:74])([CH3:73])[CH3:72]. The catalyst is CN(C1C=CN=CC=1)C.CO. The product is [OH:12][C@@H:10]([CH3:11])[C@@H:9]([NH:8][C:68](=[O:69])[O:70][C:71]([CH3:72])([CH3:73])[CH3:74])[CH2:13][C:14]1[CH:15]=[CH:16][C:17]([C:20]([F:21])([F:22])[F:23])=[CH:18][CH:19]=1. The yield is 0.890. (4) The reactants are [NH2:1][N:2]1[CH:6]=[CH:5][C:4]([Br:7])=[C:3]1[C:8]([NH:10][C:11]1[CH:16]=[CH:15][CH:14]=[CH:13][CH:12]=1)=[O:9].[C:17]([O:21][C:22]([NH:24][C@@H:25]([CH3:29])[C:26](O)=[O:27])=[O:23])([CH3:20])([CH3:19])[CH3:18]. No catalyst specified. The product is [Br:7][C:4]1[CH:5]=[CH:6][N:2]([NH:1][C:26](=[O:27])[C@@H:25]([NH:24][C:22](=[O:23])[O:21][C:17]([CH3:19])([CH3:18])[CH3:20])[CH3:29])[C:3]=1[C:8](=[O:9])[NH:10][C:11]1[CH:12]=[CH:13][CH:14]=[CH:15][CH:16]=1. The yield is 0.490.